Dataset: Experimentally validated miRNA-target interactions with 360,000+ pairs, plus equal number of negative samples. Task: Binary Classification. Given a miRNA mature sequence and a target amino acid sequence, predict their likelihood of interaction. (1) The miRNA is mmu-miR-129-5p with sequence CUUUUUGCGGUCUGGGCUUGC. The protein sequence of the target gene is MVKLAKAGKTHGEAKKMAPPPKEVEEDSEDEEMSEDEDDSSGEEEVVIPQKKGKKATTTPAKKVVVSQTKKAAVPTPAKKAAVTPGKKAVATPAKKNITPAKVIPTPGKKGAAQAKALVPTPGKKGAATPAKGAKNGKNAKKEDSDEDEDEEDEDDSDEDEDDEEEDEFEPPIVKGVKPAKAAPAAPASEDEEDDEDEDDEEDDDEEEEDDSEEEVMEITTAKGKKTPAKVVPMKAKSVAEEEDDEEEDEDDEDEDDEEEDDEDDDEEEEEEEPVKAAPGKRKKEMTKQKEAPEAKKQKV.... Result: 1 (interaction). (2) The miRNA is hsa-miR-92a-3p with sequence UAUUGCACUUGUCCCGGCCUGU. The protein sequence of the target gene is MAAQVAPAAASSLGNPPPPPPSELKKAEQQQREEAGGEAAAAAAAERGEMKAAAGQESEGPAVGPPQPLGKELQDGAESNGGGGGGGAGSGGGPGAEPDLKNSNGNAGPRPALNNNLTEPPGGGGGGSSDGVGAPPHSAAAALPPPAYGFGQPYGRSPSAVAAAAAAVFHQQHGGQQSPGLAALQSGGGGGLEPYAGPQQNSHDHGFPNHQYNSYYPNRSAYPPPAPAYALSSPRGGTPGSGAAAAAGSKPPPSSSASASSSSSSFAQQRFGAMGGGGPSAAGGGTPQPTATPTLNQLLT.... Result: 1 (interaction).